Dataset: Retrosynthesis with 50K atom-mapped reactions and 10 reaction types from USPTO. Task: Predict the reactants needed to synthesize the given product. (1) The reactants are: COc1cccc(-n2nnn(C)c2=O)c1CBr.Oc1ccn(-c2ccc(Br)cc2)n1. Given the product COc1cccc(-n2nnn(C)c2=O)c1COc1ccn(-c2ccc(Br)cc2)n1, predict the reactants needed to synthesize it. (2) Given the product N=C(N)NN=Cc1ccc(F)cc1F, predict the reactants needed to synthesize it. The reactants are: N=C(N)NN.O=Cc1ccc(F)cc1F. (3) Given the product O=S(=O)(Nc1nc2ccccc2nc1OC(c1cccnc1)C(F)(F)F)C(F)(F)F, predict the reactants needed to synthesize it. The reactants are: FC(F)(F)C(Oc1nc2ccccc2nc1Cl)c1cccnc1.NS(=O)(=O)C(F)(F)F. (4) Given the product CC(O)CNC[C@H](O)[C@@H](O)[C@H](O)[C@H](O)CO, predict the reactants needed to synthesize it. The reactants are: CC(O)CN.O=C[C@H](O)[C@@H](O)[C@H](O)[C@H](O)CO. (5) Given the product Oc1cccc(C=NNc2ccc(F)cc2)c1O, predict the reactants needed to synthesize it. The reactants are: NNc1ccc(F)cc1.O=Cc1cccc(O)c1O. (6) Given the product Nc1cc(Br)ccc1-n1ccnc1, predict the reactants needed to synthesize it. The reactants are: O=[N+]([O-])c1cc(Br)ccc1-n1ccnc1. (7) The reactants are: CCOC(=O)CC1CCCc2c(OC)cccc21. Given the product COc1cccc2c1CCCC2CCO, predict the reactants needed to synthesize it.